From a dataset of Catalyst prediction with 721,799 reactions and 888 catalyst types from USPTO. Predict which catalyst facilitates the given reaction. (1) Reactant: [C:1]([O:5][C:6]([N:8]1[CH2:12][CH:11]([CH2:13][C:14]2[CH:19]=[C:18]([F:20])[CH:17]=[C:16]([F:21])[CH:15]=2)[CH:10]([CH2:22][NH:23][CH2:24][CH2:25][CH2:26][C:27]([O:29][C:30]([CH3:33])([CH3:32])[CH3:31])=[O:28])[CH2:9]1)=[O:7])([CH3:4])([CH3:3])[CH3:2].[O:34]=[C:35]1[CH2:44][CH:43]([C:45](O)=[O:46])[C:42]2[C:37](=[CH:38][CH:39]=[CH:40][CH:41]=2)[NH:36]1.C1N(P(Cl)(N2C(=O)OCC2)=O)C(=O)OC1.CCN(CC)CC. Product: [C:1]([O:5][C:6]([N:8]1[CH2:12][CH:11]([CH2:13][C:14]2[CH:15]=[C:16]([F:21])[CH:17]=[C:18]([F:20])[CH:19]=2)[CH:10]([CH2:22][N:23]([CH2:24][CH2:25][CH2:26][C:27]([O:29][C:30]([CH3:33])([CH3:32])[CH3:31])=[O:28])[C:45]([CH:43]2[C:42]3[C:37](=[CH:38][CH:39]=[CH:40][CH:41]=3)[NH:36][C:35](=[O:34])[CH2:44]2)=[O:46])[CH2:9]1)=[O:7])([CH3:3])([CH3:4])[CH3:2]. The catalyst class is: 2. (2) Reactant: C(O)C.[NH2:4][C:5]1[C:6]2[C:7]3[C:8](=[N:20][N:21]([CH2:23][C:24]4[C:29]([Cl:30])=[C:28]([O:31][CH3:32])[C:27]([CH3:33])=[CH:26][N:25]=4)[N:22]=2)[CH:9]=[C:10]([CH2:15][C:16]([NH:18][CH3:19])=[O:17])[C:11]=3[CH2:12][S:13][N:14]=1.Cl. Product: [ClH:30].[NH2:4][C:5]1[C:6]2[C:7]3[C:8](=[N:20][N:21]([CH2:23][C:24]4[C:29]([Cl:30])=[C:28]([O:31][CH3:32])[C:27]([CH3:33])=[CH:26][N:25]=4)[N:22]=2)[CH:9]=[C:10]([CH2:15][C:16]([NH:18][CH3:19])=[O:17])[C:11]=3[CH2:12][S:13][N:14]=1. The catalyst class is: 6.